The task is: Predict the reactants needed to synthesize the given product.. This data is from Full USPTO retrosynthesis dataset with 1.9M reactions from patents (1976-2016). (1) Given the product [CH3:16][CH2:15][CH:14]([NH:13][C:2]1[C:3]([NH2:12])=[N:4][C:5]2[C:10](=[CH:9][CH:8]=[CH:7][CH:6]=2)[N:11]=1)[CH2:17][CH3:18], predict the reactants needed to synthesize it. The reactants are: Cl[C:2]1[C:3]([NH2:12])=[N:4][C:5]2[C:10]([N:11]=1)=[CH:9][CH:8]=[CH:7][CH:6]=2.[NH2:13][CH:14]([CH2:17][CH3:18])[CH2:15][CH3:16]. (2) Given the product [N+:34]([C:37]1[CH:38]=[C:39]([CH:43]([N:1]2[CH:5]=[C:4]([C:6]3[C:7]4[CH:14]=[CH:13][N:12]([CH2:15][O:16][CH2:17][CH2:18][Si:19]([CH3:22])([CH3:21])[CH3:20])[C:8]=4[N:9]=[CH:10][N:11]=3)[CH:3]=[N:2]2)[CH2:44][C:45]#[N:46])[CH:40]=[CH:41][CH:42]=1)([O-:36])=[O:35], predict the reactants needed to synthesize it. The reactants are: [NH:1]1[CH:5]=[C:4]([C:6]2[C:7]3[CH:14]=[CH:13][N:12]([CH2:15][O:16][CH2:17][CH2:18][Si:19]([CH3:22])([CH3:21])[CH3:20])[C:8]=3[N:9]=[CH:10][N:11]=2)[CH:3]=[N:2]1.C1CCN2C(=NCCC2)CC1.[N+:34]([C:37]1[CH:38]=[C:39](/[CH:43]=[CH:44]\[C:45]#[N:46])[CH:40]=[CH:41][CH:42]=1)([O-:36])=[O:35]. (3) The reactants are: [F:1][C:2]1[C:11]2[C:6](=[CH:7][CH:8]=[CH:9][CH:10]=2)[CH:5]=[CH:4][CH:3]=1.[Cl-].[Al+3].[Cl-].[Cl-].[C:16](Cl)(=[O:21])[CH2:17][CH:18]([CH3:20])[CH3:19]. Given the product [F:1][C:2]1[C:11]2[C:6](=[CH:7][CH:8]=[CH:9][CH:10]=2)[C:5]([C:16](=[O:21])[CH2:17][CH:18]([CH3:20])[CH3:19])=[CH:4][CH:3]=1, predict the reactants needed to synthesize it.